Task: Predict the reactants needed to synthesize the given product.. Dataset: Full USPTO retrosynthesis dataset with 1.9M reactions from patents (1976-2016) (1) Given the product [CH2:31]([O:1][C:2]1[CH:3]=[C:4]([S:8]([C:11]2[CH:28]=[CH:27][C:14]3[CH2:15][CH2:16][N:17]([C:20]([O:22][C:23]([CH3:24])([CH3:25])[CH3:26])=[O:21])[CH2:18][CH2:19][C:13]=3[CH:12]=2)(=[O:9])=[O:10])[CH:5]=[CH:6][CH:7]=1)[C:32]1[CH:37]=[CH:36][CH:35]=[CH:34][CH:33]=1, predict the reactants needed to synthesize it. The reactants are: [OH:1][C:2]1[CH:3]=[C:4]([S:8]([C:11]2[CH:28]=[CH:27][C:14]3[CH2:15][CH2:16][N:17]([C:20]([O:22][C:23]([CH3:26])([CH3:25])[CH3:24])=[O:21])[CH2:18][CH2:19][C:13]=3[CH:12]=2)(=[O:10])=[O:9])[CH:5]=[CH:6][CH:7]=1.[H-].[Na+].[CH2:31](Br)[C:32]1[CH:37]=[CH:36][CH:35]=[CH:34][CH:33]=1. (2) Given the product [OH:38][CH2:37][C:36]1[C:35]([CH3:44])=[CH:34][C:33]([NH:32][C:30]([CH2:29][CH2:28][N:25]2[CH2:24][CH2:23][CH:22]([O:21][C:19](=[O:20])[NH:18][C:13]3[CH:14]=[CH:15][CH:16]=[CH:17][C:12]=3[C:45]3[CH:46]=[CH:47][CH:48]=[CH:49][CH:50]=3)[CH2:27][CH2:26]2)=[O:31])=[C:42]([CH3:43])[CH:41]=1, predict the reactants needed to synthesize it. The reactants are: [H-].[Al+3].[Li+].[H-].[H-].[H-].C1COCC1.[C:12]1([C:45]2[CH:50]=[CH:49][CH:48]=[CH:47][CH:46]=2)[CH:17]=[CH:16][CH:15]=[CH:14][C:13]=1[NH:18][C:19]([O:21][CH:22]1[CH2:27][CH2:26][N:25]([CH2:28][CH2:29][C:30]([NH:32][C:33]2[C:42]([CH3:43])=[CH:41][C:36]([C:37](OC)=[O:38])=[C:35]([CH3:44])[CH:34]=2)=[O:31])[CH2:24][CH2:23]1)=[O:20].[OH-].[Na+]. (3) Given the product [CH3:56][C:54]1[N:55]=[C:51]([NH:50][C:47](=[O:48])[CH2:46][C:43]2[CH:42]=[CH:41][C:40]([O:39][C:30]3[C:29]4[C:34](=[CH:35][C:36]([O:37][CH3:38])=[C:27]([O:26][CH3:25])[CH:28]=4)[N:33]=[CH:32][N:31]=3)=[CH:45][N:44]=2)[S:52][C:53]=1[CH3:57], predict the reactants needed to synthesize it. The reactants are: F[P-](F)(F)(F)(F)F.N1(OC(N(C)C)=[N+](C)C)C2N=CC=CC=2N=N1.[CH3:25][O:26][C:27]1[CH:28]=[C:29]2[C:34](=[CH:35][C:36]=1[O:37][CH3:38])[N:33]=[CH:32][N:31]=[C:30]2[O:39][C:40]1[CH:41]=[CH:42][C:43]([CH2:46][C:47](O)=[O:48])=[N:44][CH:45]=1.[NH2:50][C:51]1[S:52][C:53]([CH3:57])=[C:54]([CH3:56])[N:55]=1.C(=O)(O)[O-].[Na+].C(=O)([O-])[O-].[Na+].[Na+]. (4) Given the product [CH2:1]([O:3][C:4](=[O:17])[C:5]([CH3:16])([CH3:15])[CH2:6][NH:7][CH3:8])[CH3:2], predict the reactants needed to synthesize it. The reactants are: [CH2:1]([O:3][C:4](=[O:17])[C:5]([CH3:16])([CH3:15])[CH2:6][N:7](C)[C:8](=O)C(F)(F)F)[CH3:2].